The task is: Predict the product of the given reaction.. This data is from Forward reaction prediction with 1.9M reactions from USPTO patents (1976-2016). The product is: [CH2:1]1[C:14]2[C:5](=[CH:6][CH:7]=[CH:8][CH:13]=2)[CH2:4][CH2:3][CH2:2]1. Given the reactants [CH2:1](OC(=O)[O-])[CH2:2][CH2:3][CH2:4][CH2:5][CH2:6][CH2:7][CH3:8].[CH2:13]([NH3+])[CH2:14]CCCCCC, predict the reaction product.